From a dataset of Acute oral toxicity (LD50) regression data from Zhu et al.. Regression/Classification. Given a drug SMILES string, predict its toxicity properties. Task type varies by dataset: regression for continuous values (e.g., LD50, hERG inhibition percentage) or binary classification for toxic/non-toxic outcomes (e.g., AMES mutagenicity, cardiotoxicity, hepatotoxicity). Dataset: ld50_zhu. (1) The drug is CN(C)C(=S)NN=Cc1ccc([N+](=O)[O-])o1. The rat oral LD50 is 2.51, given as -log10 of the dose in mol/kg body weight (higher means more acutely toxic). (2) The rat oral LD50 is 1.83, given as -log10 of the dose in mol/kg body weight (higher means more acutely toxic). The drug is NS(=O)(=O)c1cc2c(cc1Cl)NC(C(Cl)Cl)NS2(=O)=O. (3) The molecule is CC(=O)CC(c1ccc([N+](=O)[O-])cc1)c1c(O)c2ccccc2oc1=O. The rat oral LD50 is 2.84, given as -log10 of the dose in mol/kg body weight (higher means more acutely toxic). (4) The compound is CCc1oc2ccccc2c1CC(=NCCN1CCOCC1)NO. The rat oral LD50 is 2.24, given as -log10 of the dose in mol/kg body weight (higher means more acutely toxic). (5) The rat oral LD50 is 2.74, given as -log10 of the dose in mol/kg body weight (higher means more acutely toxic). The compound is OCc1ccco1.